From a dataset of Peptide-MHC class II binding affinity with 134,281 pairs from IEDB. Regression. Given a peptide amino acid sequence and an MHC pseudo amino acid sequence, predict their binding affinity value. This is MHC class II binding data. (1) The peptide sequence is GDEQKLRSAGELELQFRRVK. The MHC is DRB1_0101 with pseudo-sequence DRB1_0101. The binding affinity (normalized) is 0.439. (2) The binding affinity (normalized) is 0.702. The peptide sequence is AFKVAATAANVAPAN. The MHC is DRB1_0901 with pseudo-sequence DRB1_0901. (3) The binding affinity (normalized) is 0.872. The peptide sequence is VNMVRRGVRSLSNKI. The MHC is DRB5_0101 with pseudo-sequence DRB5_0101. (4) The peptide sequence is YDTLGTLCNSTEDGP. The MHC is DRB1_1302 with pseudo-sequence DRB1_1302. The binding affinity (normalized) is 0.0413.